Dataset: Full USPTO retrosynthesis dataset with 1.9M reactions from patents (1976-2016). Task: Predict the reactants needed to synthesize the given product. Given the product [CH3:1][N:2]([CH2:13][C:14]1[NH:18][C:17]2[CH:19]=[CH:20][C:21]([C:23]([NH2:27])=[O:25])=[CH:22][C:16]=2[N:15]=1)[CH:3]1[C:12]2[N:11]=[CH:10][CH:9]=[CH:8][C:7]=2[CH2:6][CH2:5][CH2:4]1, predict the reactants needed to synthesize it. The reactants are: [CH3:1][N:2]([CH2:13][C:14]1[NH:18][C:17]2[CH:19]=[CH:20][C:21]([C:23]([OH:25])=O)=[CH:22][C:16]=2[N:15]=1)[CH:3]1[C:12]2[N:11]=[CH:10][CH:9]=[CH:8][C:7]=2[CH2:6][CH2:5][CH2:4]1.C[N:27](C(ON1N=NC2C=CC=NC1=2)=[N+](C)C)C.F[P-](F)(F)(F)(F)F.C(N(CC)C(C)C)(C)C.N.